This data is from Full USPTO retrosynthesis dataset with 1.9M reactions from patents (1976-2016). The task is: Predict the reactants needed to synthesize the given product. (1) The reactants are: [CH2:1]([NH:8][C@H:9]1[CH2:14][CH2:13][C@@H:12]([NH:15][C:16]2[CH:21]=[C:20](Cl)[C:19]([CH3:23])=[CH:18][N+:17]=2[O-:24])[CH2:11][CH2:10]1)[C:2]1[CH:7]=[CH:6][CH:5]=[CH:4][CH:3]=1.[NH:25]([CH3:27])[CH3:26].C(O)CCC.C([O-])(O)=O.[Na+]. Given the product [CH2:1]([NH:8][C@@H:9]1[CH2:14][CH2:13][C@H:12]([NH:15][C:16]2[N+:17]([O-:24])=[CH:18][C:19]([CH3:23])=[C:20]([N:25]([CH3:27])[CH3:26])[CH:21]=2)[CH2:11][CH2:10]1)[C:2]1[CH:7]=[CH:6][CH:5]=[CH:4][CH:3]=1, predict the reactants needed to synthesize it. (2) Given the product [CH2:32]([O:31][C:29]([C:26]1([C:23]2[CH:22]=[CH:21][C:20]([C:17]3[CH:18]=[CH:19][C:14]([C:9]4[S:10][C:11]([F:13])=[CH:12][C:8]=4[C:6]([OH:7])=[O:5])=[CH:15][CH:16]=3)=[CH:25][CH:24]=2)[CH2:27][CH2:28]1)=[O:30])[CH3:33], predict the reactants needed to synthesize it. The reactants are: C([O:5][C:6]([C:8]1[CH:12]=[C:11]([F:13])[S:10][C:9]=1[C:14]1[CH:19]=[CH:18][C:17]([C:20]2[CH:25]=[CH:24][C:23]([C:26]3([C:29]([O:31][CH2:32][CH3:33])=[O:30])[CH2:28][CH2:27]3)=[CH:22][CH:21]=2)=[CH:16][CH:15]=1)=[O:7])(C)(C)C.FC(F)(F)C(O)=O.